Dataset: Peptide-MHC class I binding affinity with 185,985 pairs from IEDB/IMGT. Task: Regression. Given a peptide amino acid sequence and an MHC pseudo amino acid sequence, predict their binding affinity value. This is MHC class I binding data. (1) The peptide sequence is FPVKPQVPLR. The MHC is HLA-A31:01 with pseudo-sequence HLA-A31:01. The binding affinity (normalized) is 0.141. (2) The peptide sequence is LPFGRTTVM. The MHC is HLA-B07:02 with pseudo-sequence HLA-B07:02. The binding affinity (normalized) is 0.660. (3) The peptide sequence is RTRDIYISR. The MHC is HLA-A03:01 with pseudo-sequence HLA-A03:01. The binding affinity (normalized) is 0.590. (4) The peptide sequence is AEQASQDVKNW. The MHC is HLA-A03:01 with pseudo-sequence HLA-A03:01. The binding affinity (normalized) is 0.